Dataset: Reaction yield outcomes from USPTO patents with 853,638 reactions. Task: Predict the reaction yield, written as a fraction of the theoretical maximum amount of product (1.0 means a 100% yield; for example, 0.34 means a 34% yield). The reactants are CC([CH:5]1[CH2:10][CH:9]([C:11]([NH:13][CH2:14][C:15]2[CH:20]=[CH:19][CH:18]=[CH:17][C:16]=2[C:21]([F:24])([F:23])[F:22])=[O:12])[CH2:8][CH2:7][N:6]1C([O-])=O)(C)C.FC(F)(F)C(O)=O. The catalyst is C(Cl)Cl. The product is [F:24][C:21]([F:22])([F:23])[C:16]1[CH:17]=[CH:18][CH:19]=[CH:20][C:15]=1[CH2:14][NH:13][C:11]([CH:9]1[CH2:8][CH2:7][NH:6][CH2:5][CH2:10]1)=[O:12]. The yield is 0.950.